This data is from Full USPTO retrosynthesis dataset with 1.9M reactions from patents (1976-2016). The task is: Predict the reactants needed to synthesize the given product. (1) Given the product [F:1][C:2]1[CH:3]=[CH:4][C:5]2[O:10][CH2:9][CH:8]3[CH:11]([C:16]4[CH:17]=[CH:18][CH:19]=[CH:20][CH:21]=4)[C:12]([CH:14]([OH:15])[CH2:23][CH3:24])=[N:13][N:7]3[C:6]=2[CH:22]=1, predict the reactants needed to synthesize it. The reactants are: [F:1][C:2]1[CH:3]=[CH:4][C:5]2[O:10][CH2:9][CH:8]3[CH:11]([C:16]4[CH:21]=[CH:20][CH:19]=[CH:18][CH:17]=4)[C:12]([CH:14]=[O:15])=[N:13][N:7]3[C:6]=2[CH:22]=1.[CH2:23]([Mg]Cl)[CH3:24]. (2) Given the product [ClH:21].[ClH:21].[CH:1]1([CH2:4][O:5][C:6]2[CH:7]=[CH:8][C:9]([C@H:12]([NH2:14])[CH3:13])=[N:10][CH:11]=2)[CH2:2][CH2:3]1, predict the reactants needed to synthesize it. The reactants are: [CH:1]1([CH2:4][O:5][C:6]2[CH:7]=[CH:8][C:9]([C@H:12]([NH:14][S@@](C(C)(C)C)=O)[CH3:13])=[N:10][CH:11]=2)[CH2:3][CH2:2]1.[ClH:21].CO. (3) Given the product [NH2:1][C:2]1[CH:3]=[CH:4][C:5]([N:8]2[CH2:9][CH2:10][CH:11]([C:30]([N:27]3[CH2:28][CH2:29][N:24]([CH3:23])[CH2:25][CH2:26]3)=[O:31])[CH2:12][CH2:13]2)=[CH:6][CH:7]=1, predict the reactants needed to synthesize it. The reactants are: [NH2:1][C:2]1[CH:7]=[CH:6][C:5]([N:8]2[CH2:13][CH2:12][CH2:11][CH:10](C(N3CCN(C)CC3)=O)[CH2:9]2)=[CH:4][CH:3]=1.[CH3:23][N:24]1[CH2:29][CH2:28][N:27]([C:30](C2CCCN(C3C=CC([N+]([O-])=O)=CC=3)C2)=[O:31])[CH2:26][CH2:25]1. (4) Given the product [CH2:1]([O:3][C:4]([C:6]1[C:7]([O:28][CH:26]([CH3:27])[C:25]([F:30])([F:29])[F:24])=[N:8][C:9]2[C:14]([C:15]=1[C:16]1[CH:21]=[CH:20][CH:19]=[CH:18][CH:17]=1)=[CH:13][C:12]([Cl:22])=[CH:11][CH:10]=2)=[O:5])[CH3:2], predict the reactants needed to synthesize it. The reactants are: [CH2:1]([O:3][C:4]([C:6]1[C:7](Cl)=[N:8][C:9]2[C:14]([C:15]=1[C:16]1[CH:21]=[CH:20][CH:19]=[CH:18][CH:17]=1)=[CH:13][C:12]([Cl:22])=[CH:11][CH:10]=2)=[O:5])[CH3:2].[F:24][C:25]([F:30])([F:29])[CH:26]([OH:28])[CH3:27]. (5) Given the product [NH2:1][C:4]1[CH:5]=[CH:6][C:7]([O:8][C:9]2[CH:10]=[C:11]([CH:25]=[CH:26][CH:27]=2)[C:12]([NH:14][C:15]2[CH:20]=[CH:19][CH:18]=[C:17]([C:21]([F:22])([F:23])[F:24])[CH:16]=2)=[O:13])=[CH:28][CH:29]=1, predict the reactants needed to synthesize it. The reactants are: [N+:1]([C:4]1[CH:29]=[CH:28][C:7]([O:8][C:9]2[CH:10]=[C:11]([CH:25]=[CH:26][CH:27]=2)[C:12]([NH:14][C:15]2[CH:20]=[CH:19][CH:18]=[C:17]([C:21]([F:24])([F:23])[F:22])[CH:16]=2)=[O:13])=[CH:6][CH:5]=1)([O-])=O. (6) The reactants are: [CH3:1][C:2]1([CH3:22])[N:6]2[C:7](=[O:20])[C:8]([N:11]3[C:15]4[N:16]=[CH:17][N:18]=[CH:19][C:14]=4[CH:13]=[CH:12]3)=[CH:9][CH:10]=[C:5]2[C:4](=[O:21])[NH:3]1.[H][H]. Given the product [CH3:1][C:2]1([CH3:22])[N:6]2[C:7](=[O:20])[C:8]([N:11]3[C:15]4[N:16]=[CH:17][N:18]=[CH:19][C:14]=4[CH2:13][CH2:12]3)=[CH:9][CH:10]=[C:5]2[C:4](=[O:21])[NH:3]1, predict the reactants needed to synthesize it. (7) Given the product [Cl:9][C:10]1[CH:15]=[C:14]([N:1]2[CH2:6][CH2:5][O:4][CH2:3][CH2:2]2)[CH:13]=[C:12]([Cl:17])[N:11]=1, predict the reactants needed to synthesize it. The reactants are: [NH:1]1[CH2:6][CH2:5][O:4][CH2:3][CH2:2]1.[H-].[Na+].[Cl:9][C:10]1[CH:15]=[C:14](Cl)[CH:13]=[C:12]([Cl:17])[N:11]=1. (8) Given the product [F:22][C:18]1[CH:17]=[C:16]2[C:21]([C:13]([C:11]3[CH:10]=[N:9][N:8]([C:5]4[N:6]=[N:7][CH:2]=[CH:3][CH:4]=4)[CH:12]=3)=[CH:14][N:15]2[S:23]([C:26]2[CH:27]=[CH:28][CH:29]=[CH:30][CH:31]=2)(=[O:24])=[O:25])=[CH:20][CH:19]=1, predict the reactants needed to synthesize it. The reactants are: Cl[C:2]1[N:7]=[N:6][C:5]([N:8]2[CH:12]=[C:11]([C:13]3[C:21]4[C:16](=[CH:17][C:18]([F:22])=[CH:19][CH:20]=4)[N:15]([S:23]([C:26]4[CH:31]=[CH:30][CH:29]=[CH:28][CH:27]=4)(=[O:25])=[O:24])[CH:14]=3)[CH:10]=[N:9]2)=[CH:4][CH:3]=1.CCN(CC)CC. (9) Given the product [P:35]([O:25][CH2:24][C:22]1[CH:23]=[C:18]([C:15]2[CH:16]=[CH:17][C:11]3[C:10]([N:28]4[CH2:33][CH2:32][O:31][CH2:30][C@@H:29]4[CH3:34])=[N:9][C:8]([N:3]4[CH2:4][CH2:5][O:6][CH2:7][C@@H:2]4[CH3:1])=[N:13][C:12]=3[N:14]=2)[CH:19]=[CH:20][C:21]=1[O:26][CH3:27])([OH:38])([OH:37])=[O:36], predict the reactants needed to synthesize it. The reactants are: [CH3:1][C@H:2]1[CH2:7][O:6][CH2:5][CH2:4][N:3]1[C:8]1[N:9]=[C:10]([N:28]2[CH2:33][CH2:32][O:31][CH2:30][C@@H:29]2[CH3:34])[C:11]2[CH:17]=[CH:16][C:15]([C:18]3[CH:19]=[CH:20][C:21]([O:26][CH3:27])=[C:22]([CH2:24][OH:25])[CH:23]=3)=[N:14][C:12]=2[N:13]=1.[P:35](=O)([OH:38])([OH:37])[OH:36].